Dataset: Forward reaction prediction with 1.9M reactions from USPTO patents (1976-2016). Task: Predict the product of the given reaction. (1) Given the reactants [Br:1][C:2]1[CH:3]=[C:4]([CH:8]=[CH:9][CH:10]=1)[C:5]([OH:7])=O.C(Cl)CCl.[NH2:15][C@@H:16]1[CH2:20][CH2:19][NH:18][CH2:17]1, predict the reaction product. The product is: [Br:1][C:2]1[CH:3]=[C:4]([CH:8]=[CH:9][CH:10]=1)[C:5]([NH:15][CH:16]1[CH2:20][CH2:19][NH:18][CH2:17]1)=[O:7]. (2) Given the reactants C[C:2]1[O:6][C:5]([C:7]2[CH:12]=[CH:11][CH:10]=[CH:9][CH:8]=2)=[N:4][C:3]=1[CH2:13]Cl.[NH2:15][C:16]1[CH:25]=[CH:24][C:23]2[C:22]([OH:26])=[CH:21][CH:20]=[CH:19][C:18]=2[CH:17]=1.[H-].[Na+].[CH3:29]N(C)C=O, predict the reaction product. The product is: [NH2:15][C:16]1[CH:25]=[CH:24][C:23]2[C:18](=[CH:19][CH:20]=[CH:21][C:22]=2[O:26][CH:13]([CH3:29])[C:3]2[N:4]=[C:5]([C:7]3[CH:8]=[CH:9][CH:10]=[CH:11][CH:12]=3)[O:6][CH:2]=2)[CH:17]=1. (3) Given the reactants Br[C:2]1[N:6]2[CH:7]=[CH:8][C:9]([C:12]([OH:15])([CH3:14])[CH3:13])=[C:10]([F:11])[C:5]2=[N:4][CH:3]=1.[F:16][C:17]1[CH:18]=[C:19]([C:32]2[C:33]([C:38]#[N:39])=[CH:34][CH:35]=[CH:36][CH:37]=2)[CH:20]=[C:21](B2OC(C)(C)C(C)(C)O2)[CH:22]=1, predict the reaction product. The product is: [F:16][C:17]1[CH:18]=[C:19]([C:32]2[C:33]([C:38]#[N:39])=[CH:34][CH:35]=[CH:36][CH:37]=2)[CH:20]=[C:21]([C:2]2[N:6]3[CH:7]=[CH:8][C:9]([C:12]([OH:15])([CH3:14])[CH3:13])=[C:10]([F:11])[C:5]3=[N:4][CH:3]=2)[CH:22]=1. (4) Given the reactants [OH:1][C:2]1[CH:3]=[C:4]([C:8]2([C:14]#[N:15])[CH2:13][CH2:12][O:11][CH2:10][CH2:9]2)[CH:5]=[CH:6][CH:7]=1.Cl[CH2:17][CH2:18][CH2:19][N:20]1[CH2:24][CH2:23][CH2:22][CH2:21]1.C([O-])([O-])=O.[K+].[K+], predict the reaction product. The product is: [N:20]1([CH2:19][CH2:18][CH2:17][O:1][C:2]2[CH:3]=[C:4]([C:8]3([C:14]#[N:15])[CH2:9][CH2:10][O:11][CH2:12][CH2:13]3)[CH:5]=[CH:6][CH:7]=2)[CH2:24][CH2:23][CH2:22][CH2:21]1. (5) Given the reactants Br[C:2]1[CH:7]=[CH:6][C:5](/[CH:8]=[CH:9]/[C:10]2[N:11]([CH2:25][CH3:26])[CH:12]=[C:13]([C:15]3[CH:20]=[CH:19][CH:18]=[C:17]([C:21]([F:24])([F:23])[F:22])[CH:16]=3)[N:14]=2)=[CH:4][CH:3]=1.[OH:27][C:28]1[CH:33]=[CH:32][C:31](B(O)O)=[CH:30][CH:29]=1, predict the reaction product. The product is: [CH2:25]([N:11]1[CH:12]=[C:13]([C:15]2[CH:20]=[CH:19][CH:18]=[C:17]([C:21]([F:24])([F:23])[F:22])[CH:16]=2)[N:14]=[C:10]1/[CH:9]=[CH:8]/[C:5]1[CH:6]=[CH:7][C:2]([C:31]2[CH:32]=[CH:33][C:28]([OH:27])=[CH:29][CH:30]=2)=[CH:3][CH:4]=1)[CH3:26]. (6) Given the reactants C([O:9][C@@H:10]1[C@@H:39]([O:40]C(=O)C2C=CC=CC=2)[C@H:38]([O:49]C(=O)C2C=CC=CC=2)[C@@H:37]([C@H:58]([CH3:68])[O:59]C(=O)C2C=CC=CC=2)[O:36][C@H:11]1[O:12][C:13]1[CH:18]=[C:17]([CH2:19][O:20]C(=O)C)[CH:16]=[CH:15][C:14]=1[CH2:24][C:25]1[CH:30]=[CH:29][C:28]([CH2:31][O:32]C(=O)C)=[CH:27][CH:26]=1)(=O)C1C=CC=CC=1.C(=O)([O-])[O-].[K+].[K+], predict the reaction product. The product is: [O:12]([C:13]1[CH:18]=[C:17]([CH2:19][OH:20])[CH:16]=[CH:15][C:14]=1[CH2:24][C:25]1[CH:26]=[CH:27][C:28]([CH2:31][OH:32])=[CH:29][CH:30]=1)[C@@H:11]1[O:36][C@H:37]([C@@H:58]([CH3:68])[OH:59])[C@@H:38]([OH:49])[C@H:39]([OH:40])[C@H:10]1[OH:9]. (7) Given the reactants C(OC(=O)N[C@H]1CC[C@H](O)C1)(C)(C)C.C(OC(=O)N[C@H]1CC[C@@H](N)C1)(C)(C)C.C(OC(=O)[NH:35][C@H:36]1[CH2:40][CH2:39][C@@H:38]([N:41]2[C:45]3[CH:46]=[CH:47][C:48]([CH3:50])=[CH:49][C:44]=3[N:43]=[C:42]2[CH3:51])[CH2:37]1)(C)(C)C.CC1N([C@H]2CC[C@H](N)C2)C2C=CC(C)=CC=2N=1, predict the reaction product. The product is: [CH3:51][C:42]1[N:41]([C@@H:38]2[CH2:39][CH2:40][C@H:36]([NH2:35])[CH2:37]2)[C:45]2[CH:46]=[CH:47][C:48]([CH3:50])=[CH:49][C:44]=2[N:43]=1. (8) Given the reactants [C:1]([NH:4][C:5]1[N:10]=[CH:9][C:8]([N:11]([CH3:31])[C:12](=[O:30])[C:13]([C:16]2[CH:21]=[C:20]([C:22]([F:25])([F:24])[F:23])[CH:19]=[C:18]([C:26]([F:29])([F:28])[F:27])[CH:17]=2)([CH3:15])[CH3:14])=[C:7]([C:32]2[CH:37]=[CH:36][CH:35]=[CH:34][C:33]=2[CH3:38])[CH:6]=1)(=[O:3])[CH3:2].[CH3:39][Si](C)(C)[N-][Si](C)(C)C.[K+].CI, predict the reaction product. The product is: [C:1]([N:4]([CH3:39])[C:5]1[N:10]=[CH:9][C:8]([N:11]([CH3:31])[C:12](=[O:30])[C:13]([C:16]2[CH:17]=[C:18]([C:26]([F:29])([F:28])[F:27])[CH:19]=[C:20]([C:22]([F:25])([F:23])[F:24])[CH:21]=2)([CH3:15])[CH3:14])=[C:7]([C:32]2[CH:37]=[CH:36][CH:35]=[CH:34][C:33]=2[CH3:38])[CH:6]=1)(=[O:3])[CH3:2]. (9) Given the reactants [F:1][C:2]1[CH:3]=[C:4]([CH2:15][NH2:16])[CH:5]=[CH:6][C:7]=1[O:8][CH2:9][CH2:10][CH2:11][CH2:12][CH2:13][CH3:14].Cl[C:18]1[C:27]2[C:22](=[CH:23][CH:24]=[CH:25][CH:26]=2)[N:21]=[CH:20][CH:19]=1.C(OCCCOCCCCCCCCNC1C2C(=CC=CC=2)N=CC=1)C, predict the reaction product. The product is: [F:1][C:2]1[CH:3]=[C:4]([CH:5]=[CH:6][C:7]=1[O:8][CH2:9][CH2:10][CH2:11][CH2:12][CH2:13][CH3:14])[CH2:15][NH:16][C:18]1[C:27]2[C:22](=[CH:23][CH:24]=[CH:25][CH:26]=2)[N:21]=[CH:20][CH:19]=1. (10) The product is: [CH3:8][C:6]1[CH:5]=[C:4]([C:9]2[NH:13][C:12]3[S:14][C:15]([C:17]([CH3:22])([CH3:21])[C:18]([O:20][C:41]4[C:40]([F:43])=[C:39]([F:44])[C:38]([F:45])=[C:37]([F:46])[C:36]=4[F:35])=[O:19])=[CH:16][C:11]=3[C:10]=2[CH2:23][CH2:24][OH:25])[CH:3]=[C:2]([CH3:1])[CH:7]=1. Given the reactants [CH3:1][C:2]1[CH:3]=[C:4]([C:9]2[NH:13][C:12]3[S:14][C:15]([C:17]([CH3:22])([CH3:21])[C:18]([OH:20])=[O:19])=[CH:16][C:11]=3[C:10]=2[CH2:23][CH2:24][OH:25])[CH:5]=[C:6]([CH3:8])[CH:7]=1.C(N(CC)C(C)C)(C)C.[F:35][C:36]1[C:41](O)=[C:40]([F:43])[C:39]([F:44])=[C:38]([F:45])[C:37]=1[F:46].F[P-](F)(F)(F)(F)F.N1(OC(N(C)C)=[N+](C)C)C2N=CC=CC=2N=N1, predict the reaction product.